Dataset: Full USPTO retrosynthesis dataset with 1.9M reactions from patents (1976-2016). Task: Predict the reactants needed to synthesize the given product. (1) Given the product [F:12][C:8]1[CH:7]=[C:6]([CH:11]=[CH:10][CH:9]=1)/[CH:5]=[CH:4]/[CH2:3][OH:2], predict the reactants needed to synthesize it. The reactants are: C[O:2][C:3](=O)/[CH:4]=[CH:5]/[C:6]1[CH:11]=[CH:10][CH:9]=[C:8]([F:12])[CH:7]=1.[H-].C([Al+]CC(C)C)C(C)C. (2) Given the product [F:15][C:16]1[CH:21]=[CH:20][C:19]([C:2]2[N:3]=[CH:4][C:5]3[N:6]([N:8]=[CH:9][CH:10]=3)[CH:7]=2)=[CH:18][CH:17]=1, predict the reactants needed to synthesize it. The reactants are: Br[C:2]1[N:3]=[CH:4][C:5]2[N:6]([N:8]=[C:9]([Si](C)(C)C)[CH:10]=2)[CH:7]=1.[F:15][C:16]1[CH:21]=[CH:20][C:19](B(O)O)=[CH:18][CH:17]=1. (3) Given the product [F:20][C:19]([F:22])([F:21])[C:9]1[CH:8]=[C:7]([N:6]2[C:4](=[O:5])[CH:3]=[C:2]([CH3:23])[N:1]=[C:24]2[CH3:25])[CH:12]=[CH:11][C:10]=1[N:13]1[CH2:14][CH2:15][O:16][CH2:17][CH2:18]1, predict the reactants needed to synthesize it. The reactants are: [NH2:1]/[C:2](/[CH3:23])=[CH:3]\[C:4]([NH:6][C:7]1[CH:12]=[CH:11][C:10]([N:13]2[CH2:18][CH2:17][O:16][CH2:15][CH2:14]2)=[C:9]([C:19]([F:22])([F:21])[F:20])[CH:8]=1)=[O:5].[C:24](OCC)(OCC)(OCC)[CH3:25]. (4) Given the product [F:11][B-:12]([F:15])([F:14])[F:13].[CH3:1][C:2]1[CH:7]=[C:6]([O:8][CH3:9])[CH:5]=[CH:4][C:3]=1[N+:10]#[N:17], predict the reactants needed to synthesize it. The reactants are: [CH3:1][C:2]1[CH:7]=[C:6]([O:8][CH3:9])[CH:5]=[CH:4][C:3]=1[NH2:10].[F:11][B-:12]([F:15])([F:14])[F:13].[H+].[N:17]([O-])=O.[Na+]. (5) Given the product [C:27]([C:24]1([NH:23][C:17](=[O:19])[C:16]2[CH:15]=[CH:14][C:13]([CH2:1][CH2:2][CH2:3][CH2:4][CH2:5][CH2:6][CH2:7][CH2:8][CH2:9][CH2:10][CH2:11][CH3:12])=[CH:21][CH:20]=2)[CH2:26][CH2:25]1)#[N:28], predict the reactants needed to synthesize it. The reactants are: [CH2:1]([C:13]1[CH:21]=[CH:20][C:16]([C:17]([OH:19])=O)=[CH:15][CH:14]=1)[CH2:2][CH2:3][CH2:4][CH2:5][CH2:6][CH2:7][CH2:8][CH2:9][CH2:10][CH2:11][CH3:12].Cl.[NH2:23][C:24]1([C:27]#[N:28])[CH2:26][CH2:25]1.